From a dataset of Full USPTO retrosynthesis dataset with 1.9M reactions from patents (1976-2016). Predict the reactants needed to synthesize the given product. (1) Given the product [C:40]([O:44][C:45]([NH:47][CH2:48][C@H:49]1[CH2:50][CH2:51][C@H:52]([C:55]([NH:38][C@H:20]([C:21]2[N:22]([CH2:34][CH2:35][CH2:36][CH3:37])[CH:23]=[C:24]([C:26]3[CH:31]=[CH:30][C:29]([Cl:32])=[CH:28][C:27]=3[Cl:33])[N:25]=2)[CH2:19][C:16]2[CH:15]=[CH:14][C:13]([O:12][CH2:11][C:8]3[CH:7]=[CH:6][C:5]([C:4]([OH:3])=[O:39])=[CH:10][CH:9]=3)=[CH:18][CH:17]=2)=[O:56])[CH2:53][CH2:54]1)=[O:46])([CH3:42])([CH3:43])[CH3:41], predict the reactants needed to synthesize it. The reactants are: Cl.C[O:3][C:4](=[O:39])[C:5]1[CH:10]=[CH:9][C:8]([CH2:11][O:12][C:13]2[CH:18]=[CH:17][C:16]([CH2:19][C@H:20]([NH2:38])[C:21]3[N:22]([CH2:34][CH2:35][CH2:36][CH3:37])[CH:23]=[C:24]([C:26]4[CH:31]=[CH:30][C:29]([Cl:32])=[CH:28][C:27]=4[Cl:33])[N:25]=3)=[CH:15][CH:14]=2)=[CH:7][CH:6]=1.[C:40]([O:44][C:45]([NH:47][CH2:48][C@H:49]1[CH2:54][CH2:53][C@H:52]([C:55](O)=[O:56])[CH2:51][CH2:50]1)=[O:46])([CH3:43])([CH3:42])[CH3:41]. (2) Given the product [CH3:22][C:23]1[N:28]=[CH:27][C:26]([CH2:29][O:30][C:31]2[CH:36]=[CH:35][N:34]([C:2]3[CH:7]=[CH:6][C:5]4[C:8]5[CH2:13][CH2:12][N:11]([C:14]([O:16][C:17]([CH3:20])([CH3:19])[CH3:18])=[O:15])[CH2:10][C:9]=5[S:21][C:4]=4[CH:3]=3)[C:33](=[O:37])[CH:32]=2)=[CH:25][CH:24]=1, predict the reactants needed to synthesize it. The reactants are: Br[C:2]1[CH:7]=[CH:6][C:5]2[C:8]3[CH2:13][CH2:12][N:11]([C:14]([O:16][C:17]([CH3:20])([CH3:19])[CH3:18])=[O:15])[CH2:10][C:9]=3[S:21][C:4]=2[CH:3]=1.[CH3:22][C:23]1[N:28]=[CH:27][C:26]([CH2:29][O:30][C:31]2[CH:36]=[CH:35][NH:34][C:33](=[O:37])[CH:32]=2)=[CH:25][CH:24]=1. (3) The reactants are: [C:1]([N:8]1[C:12]2[CH:13]=[CH:14][C:15]([C:17]([F:20])([F:19])[F:18])=[CH:16][C:11]=2[NH:10][C:9]1=[O:21])(OC(C)(C)C)=O.[Cl:22][C:23]1[CH:30]=[CH:29][C:26](CBr)=[CH:25][CH:24]=1.C([O-])([O-])=O.[Cs+].[Cs+]. Given the product [Cl:22][C:23]1[CH:30]=[CH:29][C:26]([CH2:1][N:8]2[C:12]3[CH:13]=[CH:14][C:15]([C:17]([F:18])([F:19])[F:20])=[CH:16][C:11]=3[NH:10][C:9]2=[O:21])=[CH:25][CH:24]=1, predict the reactants needed to synthesize it. (4) Given the product [C:52]([OH:57])(=[O:56])[C:53]([OH:55])=[O:54].[CH:1](/[C:9]1[N:10]([C:19]2[N:24]=[C:23]([C:25]([F:28])([F:27])[F:26])[CH:22]=[CH:21][N:20]=2)[C:11]2[CH:17]=[CH:16][CH:15]=[CH:14][C:12]=2[N:13]=1)=[CH:2]\[C:3]1[CH:4]=[CH:5][CH:6]=[CH:7][CH:8]=1, predict the reactants needed to synthesize it. The reactants are: [CH:1]([C:9]1[NH:13][C:12]2[CH:14]=[CH:15][CH:16]=[CH:17][C:11]=2[N:10]=1)=[CH:2][C:3]1[CH:8]=[CH:7][CH:6]=[CH:5][CH:4]=1.Cl[C:19]1[N:24]=[C:23]([C:25]([F:28])([F:27])[F:26])[CH:22]=[CH:21][N:20]=1.N1C=CC=CC=1N1C2C=CC=CC=2N=C1/C=C/C1C=CC=CC=1.[C:52]([OH:57])(=[O:56])[C:53]([OH:55])=[O:54]. (5) The reactants are: [F:1][C:2]1[CH:20]=[CH:19][C:5]([CH2:6][N:7]2[C:15]3[CH:14]=[C:13]([C:16]([OH:18])=O)[N:12]=[CH:11][C:10]=3[N:9]=[CH:8]2)=[CH:4][CH:3]=1.[O:21]([NH2:28])[C:22]1[CH:27]=[CH:26][CH:25]=[CH:24][CH:23]=1. Given the product [F:1][C:2]1[CH:3]=[CH:4][C:5]([CH2:6][N:7]2[C:15]3[CH:14]=[C:13]([C:16]([NH:28][O:21][C:22]4[CH:27]=[CH:26][CH:25]=[CH:24][CH:23]=4)=[O:18])[N:12]=[CH:11][C:10]=3[N:9]=[CH:8]2)=[CH:19][CH:20]=1, predict the reactants needed to synthesize it. (6) Given the product [CH2:29]([N:9]1[C@H:10]([C:12]([N:14]2[CH2:19][CH2:18][N:17]([C:20]3[CH:25]=[C:24]([CH3:26])[CH:23]=[CH:22][C:21]=3[CH3:27])[CH2:16][CH2:15]2)=[O:13])[CH2:11][N:7]([S:4]([CH:1]2[CH2:3][CH2:2]2)(=[O:5])=[O:6])[C:8]1=[O:28])[C:30]1[CH:35]=[CH:34][CH:33]=[CH:32][CH:31]=1, predict the reactants needed to synthesize it. The reactants are: [CH:1]1([S:4]([N:7]2[CH2:11][C@@H:10]([C:12]([N:14]3[CH2:19][CH2:18][N:17]([C:20]4[CH:25]=[C:24]([CH3:26])[CH:23]=[CH:22][C:21]=4[CH3:27])[CH2:16][CH2:15]3)=[O:13])[NH:9][C:8]2=[O:28])(=[O:6])=[O:5])[CH2:3][CH2:2]1.[CH2:29](Br)[C:30]1[CH:35]=[CH:34][CH:33]=[CH:32][CH:31]=1.